This data is from Full USPTO retrosynthesis dataset with 1.9M reactions from patents (1976-2016). The task is: Predict the reactants needed to synthesize the given product. (1) The reactants are: [F:1][C:2]1[CH:7]=[CH:6][C:5]([CH:8]([C:14]([O:16]CC)=[O:15])[C:9]([O:11]CC)=[O:10])=[CH:4][CH:3]=1.[OH-].[Na+].Cl. Given the product [F:1][C:2]1[CH:7]=[CH:6][C:5]([CH:8]([C:9]([OH:11])=[O:10])[C:14]([OH:16])=[O:15])=[CH:4][CH:3]=1, predict the reactants needed to synthesize it. (2) The reactants are: [CH2:1]([O:4][CH2:5][CH2:6][O:7][C:8](=[O:11])[CH:9]=[CH2:10])[CH:2]=[CH2:3].C1(C)C=CC=CC=1.[Cl:19][SiH:20]([Cl:22])[Cl:21]. Given the product [C:8]([O:7][CH2:6][CH2:5][O:4][CH2:1][CH2:2][CH2:3][Si:20]([Cl:22])([Cl:21])[Cl:19])(=[O:11])[CH:9]=[CH2:10], predict the reactants needed to synthesize it. (3) The reactants are: [C:1]([C:5]1[CH:9]=[C:8]([NH:10][C:11]([NH:13][C@@H:14]2[C:23]3[C:18](=[CH:19][CH:20]=[CH:21][CH:22]=3)[C@H:17]([O:24][C:25]3[CH:26]=[CH:27][C:28]4[N:29]([C:31]([N:34]5[CH2:39][CH2:38][CH2:37][CH2:36][C@@H:35]5[CH3:40])=[N:32][N:33]=4)[CH:30]=3)[CH2:16][CH2:15]2)=[O:12])[N:7]([C:41]2[CH:42]=[C:43]([CH:52]=[CH:53][CH:54]=2)[O:44][CH2:45][CH2:46][O:47]S(C)(=O)=O)[N:6]=1)([CH3:4])([CH3:3])[CH3:2].C[O:56]C[CH2:58][NH:59][CH3:60].C1[CH2:65][O:64][CH2:63][CH2:62]1. Given the product [CH:46]([OH:47])=[O:56].[C:1]([C:5]1[CH:9]=[C:8]([NH:10][C:11]([NH:13][C@@H:14]2[C:23]3[C:18](=[CH:19][CH:20]=[CH:21][CH:22]=3)[C@H:17]([O:24][C:25]3[CH:26]=[CH:27][C:28]4[N:29]([C:31]([N:34]5[CH2:39][CH2:38][CH2:37][CH2:36][C@@H:35]5[CH3:40])=[N:32][N:33]=4)[CH:30]=3)[CH2:16][CH2:15]2)=[O:12])[N:7]([C:41]2[CH:54]=[CH:53][CH:52]=[C:43]([O:44][CH2:45][CH2:58][N:59]([CH2:62][CH2:63][O:64][CH3:65])[CH3:60])[CH:42]=2)[N:6]=1)([CH3:3])([CH3:4])[CH3:2], predict the reactants needed to synthesize it.